From a dataset of Forward reaction prediction with 1.9M reactions from USPTO patents (1976-2016). Predict the product of the given reaction. (1) Given the reactants [Br:1][C:2]1[CH:3]=[C:4]2[C:9](=[CH:10][CH:11]=1)[C:8](=O)[CH2:7][CH2:6][CH2:5]2.[NH:13]1[CH2:18][CH2:17][O:16][CH2:15][CH2:14]1, predict the reaction product. The product is: [Br:1][C:2]1[CH:3]=[C:4]2[C:9](=[CH:10][CH:11]=1)[C:8]([N:13]1[CH2:18][CH2:17][O:16][CH2:15][CH2:14]1)=[CH:7][CH2:6][CH2:5]2. (2) Given the reactants [CH3:1][C:2]1[CH:7]=[C:6]([C:8]2[CH:13]=[CH:12][C:11]([CH2:14][NH2:15])=[CH:10][N:9]=2)[CH:5]=[CH:4][N:3]=1.[N:16]1[CH:21]=[CH:20][N:19]=[CH:18][C:17]=1[C:22]1[CH:30]=[CH:29][C:25]([C:26](O)=[O:27])=[CH:24][CH:23]=1.CN(C(ON1N=NC2C=CC=NC1=2)=[N+](C)C)C.F[P-](F)(F)(F)(F)F.C(N(CC)C(C)C)(C)C, predict the reaction product. The product is: [CH3:1][C:2]1[CH:7]=[C:6]([C:8]2[CH:13]=[CH:12][C:11]([CH2:14][NH:15][C:26](=[O:27])[C:25]3[CH:24]=[CH:23][C:22]([C:17]4[CH:18]=[N:19][CH:20]=[CH:21][N:16]=4)=[CH:30][CH:29]=3)=[CH:10][N:9]=2)[CH:5]=[CH:4][N:3]=1. (3) Given the reactants [CH3:1][C:2]1[CH:3]=[C:4]([OH:20])[CH:5]=[CH:6][C:7]=1[N:8]([CH3:19])[C:9]1[N:14]=[CH:13][C:12]2[N:15]=[CH:16][N:17]([CH3:18])[C:11]=2[CH:10]=1.[C:21](=O)([O-])[O-].[Cs+].[Cs+], predict the reaction product. The product is: [CH3:21][O:20][C:4]1[CH:5]=[CH:6][C:7]([N:8]([CH3:19])[C:9]2[N:14]=[CH:13][C:12]3[N:15]=[CH:16][N:17]([CH3:18])[C:11]=3[CH:10]=2)=[C:2]([CH3:1])[CH:3]=1. (4) Given the reactants [CH:1]([C@H:4]([NH2:7])[CH2:5]O)([CH3:3])[CH3:2].[Cl-].ClC[C@@H]([NH3+])C(C)C.[CH3:16][C:17]1[CH:22]=[C:21]([N+:23]([O-:25])=[O:24])[CH:20]=[CH:19][C:18]=1[N:26]=[C:27]=[S:28], predict the reaction product. The product is: [CH3:16][C:17]1[CH:22]=[C:21]([N+:23]([O-:25])=[O:24])[CH:20]=[CH:19][C:18]=1[N:26]=[C:27]1[NH:7][C@@H:4]([CH:1]([CH3:3])[CH3:2])[CH2:5][S:28]1. (5) The product is: [CH3:1][O:2][C:3](=[O:18])[C:4]([C@H:6]1[CH2:7][C@H:8]([O:10][CH2:11][C:12]2[CH:13]=[CH:14][CH:15]=[CH:16][CH:17]=2)[CH2:9]1)([CH3:20])[CH3:5]. Given the reactants [CH3:1][O:2][C:3](=[O:18])[CH:4]([C@H:6]1[CH2:9][C@H:8]([O:10][CH2:11][C:12]2[CH:17]=[CH:16][CH:15]=[CH:14][CH:13]=2)[CH2:7]1)[CH3:5].[Li+].[CH3:20]C([N-]C(C)C)C.CCCCCC.IC, predict the reaction product. (6) Given the reactants [Cl:1][C:2]1[CH:7]=[CH:6][C:5](/[CH:8]=[CH:9]/[C:10]([C:12]2[CH:13]=[CH:14][C:15](=[O:19])[N:16]([CH3:18])[CH:17]=2)=[O:11])=[C:4]([CH3:20])[CH:3]=1.[CH3:21][O:22][C:23]([C:25]1[CH:30]=[CH:29][C:28](B(O)O)=[CH:27][CH:26]=1)=[O:24].C(=O)([O-])O.[Na+], predict the reaction product. The product is: [Cl:1][C:2]1[CH:7]=[CH:6][C:5]([CH:8]([C:28]2[CH:29]=[CH:30][C:25]([C:23]([O:22][CH3:21])=[O:24])=[CH:26][CH:27]=2)[CH2:9][C:10]([C:12]2[CH:13]=[CH:14][C:15](=[O:19])[N:16]([CH3:18])[CH:17]=2)=[O:11])=[C:4]([CH3:20])[CH:3]=1. (7) Given the reactants [Br:1][C:2]1[CH:3]=[C:4]2[C:9](=[CH:10][CH:11]=1)[CH:8]=[C:7]([C:12](=[O:15])[CH2:13]Cl)[CH:6]=[CH:5]2.BrC1C=CC2C(=CC=CC=2)C=1.ClCC(Cl)=O.[C:32]([O:36][C:37]([N:39]1[CH2:43][C:42]([CH3:44])=[CH:41][C@H:40]1[C:45]([OH:47])=[O:46])=[O:38])([CH3:35])([CH3:34])[CH3:33].C(N(CC)C(C)C)(C)C, predict the reaction product. The product is: [CH3:44][C:42]1[CH2:43][N:39]([C:37]([O:36][C:32]([CH3:33])([CH3:34])[CH3:35])=[O:38])[C@H:40]([C:45]([O:47][CH2:13][C:12]([C:7]2[CH:6]=[CH:5][C:4]3[C:9](=[CH:10][CH:11]=[C:2]([Br:1])[CH:3]=3)[CH:8]=2)=[O:15])=[O:46])[CH:41]=1.